This data is from Full USPTO retrosynthesis dataset with 1.9M reactions from patents (1976-2016). The task is: Predict the reactants needed to synthesize the given product. (1) Given the product [Cl:1][C:2]1[CH:7]=[CH:6][C:5]([C:8]2([CH2:14][OH:15])[CH2:13][CH2:12][N:11]([C:19]3[CH:28]=[C:27]4[C:22]([C:23](=[O:29])[NH:24][CH:25]=[N:26]4)=[CH:21][CH:20]=3)[CH2:10][CH2:9]2)=[CH:4][CH:3]=1, predict the reactants needed to synthesize it. The reactants are: [Cl:1][C:2]1[CH:7]=[CH:6][C:5]([C:8]2([CH2:14][OH:15])[CH2:13][CH2:12][NH:11][CH2:10][CH2:9]2)=[CH:4][CH:3]=1.[H-].[Na+].F[C:19]1[CH:28]=[C:27]2[C:22]([C:23](=[O:29])[NH:24][CH:25]=[N:26]2)=[CH:21][CH:20]=1. (2) Given the product [Br:25][C:26]1[CH:27]=[C:28]([CH:29]=[N:1][N:2]2[C:7](=[O:8])[C:6]([C:9]3[NH:14][C:13]4[CH:15]=[CH:16][CH:17]=[CH:18][C:12]=4[S:11](=[O:20])(=[O:19])[N:10]=3)=[C:5]([OH:21])[C:4]3[S:22][CH:23]=[CH:24][C:3]2=3)[CH:31]=[CH:32][CH:33]=1, predict the reactants needed to synthesize it. The reactants are: [NH2:1][N:2]1[C:7](=[O:8])[C:6]([C:9]2[NH:14][C:13]3[CH:15]=[CH:16][CH:17]=[CH:18][C:12]=3[S:11](=[O:20])(=[O:19])[N:10]=2)=[C:5]([OH:21])[C:4]2[S:22][CH:23]=[CH:24][C:3]1=2.[Br:25][C:26]1[CH:27]=[C:28]([CH:31]=[CH:32][CH:33]=1)[CH:29]=O. (3) Given the product [CH3:13][N:14]1[C:22]2[CH:21]3[CH2:23][CH:18]([CH2:19][CH2:20]3)[C:17]=2[C:16]([CH2:24][O:1][N:2]2[C:10](=[O:11])[C:9]3[C:4](=[CH:5][CH:6]=[CH:7][CH:8]=3)[C:3]2=[O:12])=[N:15]1, predict the reactants needed to synthesize it. The reactants are: [OH:1][N:2]1[C:10](=[O:11])[C:9]2[C:4](=[CH:5][CH:6]=[CH:7][CH:8]=2)[C:3]1=[O:12].[CH3:13][N:14]1[C:22]2[CH:21]3[CH2:23][CH:18]([CH2:19][CH2:20]3)[C:17]=2[C:16]([CH2:24]O)=[N:15]1.C1(P(C2C=CC=CC=2)C2C=CC=CC=2)C=CC=CC=1.CC(OC(/N=N/C(OC(C)C)=O)=O)C.